Dataset: Full USPTO retrosynthesis dataset with 1.9M reactions from patents (1976-2016). Task: Predict the reactants needed to synthesize the given product. (1) The reactants are: [CH2:1]([N:8]([CH2:21][C:22]1[CH:41]=[CH:40][C:25]([O:26][C:27]2[CH:39]=[CH:38][C:30]([O:31][CH2:32][CH2:33][CH2:34][C:35](O)=[O:36])=[CH:29][CH:28]=2)=[CH:24][CH:23]=1)[C:9]1[CH:14]=[CH:13][CH:12]=[C:11]([NH:15][S:16]([CH3:19])(=[O:18])=[O:17])[C:10]=1[CH3:20])[C:2]1[CH:7]=[CH:6][CH:5]=[CH:4][CH:3]=1.Cl.C([O:45][C:46](=[O:50])[CH2:47][CH2:48][NH2:49])C. Given the product [CH2:1]([N:8]([CH2:21][C:22]1[CH:23]=[CH:24][C:25]([O:26][C:27]2[CH:28]=[CH:29][C:30]([O:31][CH2:32][CH2:33][CH2:34][C:35]([NH:49][CH2:48][CH2:47][C:46]([OH:45])=[O:50])=[O:36])=[CH:38][CH:39]=2)=[CH:40][CH:41]=1)[C:9]1[CH:14]=[CH:13][CH:12]=[C:11]([NH:15][S:16]([CH3:19])(=[O:17])=[O:18])[C:10]=1[CH3:20])[C:2]1[CH:3]=[CH:4][CH:5]=[CH:6][CH:7]=1, predict the reactants needed to synthesize it. (2) Given the product [C:11]([C:6]1[CH:7]=[CH:8][CH:9]=[C:10]2[C:5]=1[CH:4]=[CH:3][CH:2]=[N+:1]2[O-:21])#[N:12], predict the reactants needed to synthesize it. The reactants are: [N:1]1[C:10]2[CH:9]=[CH:8][CH:7]=[C:6]([C:11]#[N:12])[C:5]=2[CH:4]=[CH:3][CH:2]=1.C1C=C(Cl)C=C(C(OO)=[O:21])C=1. (3) The reactants are: [F:1][C:2]1[C:7]([F:8])=[C:6](F)[N:5]=[CH:4][N:3]=1.[CH2:10]([OH:14])[C:11]#[C:12][CH3:13].C(N(CC)C(C)C)(C)C. Given the product [CH2:10]([O:14][C:6]1[C:7]([F:8])=[C:2]([F:1])[N:3]=[CH:4][N:5]=1)[C:11]#[C:12][CH3:13], predict the reactants needed to synthesize it. (4) Given the product [NH2:23][C:4]1[CH:5]=[CH:6][C:7]([O:8][C:9]2[CH:14]=[CH:13][N:12]=[C:11]([NH:15][C:16]3[CH:17]=[CH:18][C:19]([F:22])=[CH:20][CH:21]=3)[N:10]=2)=[C:2]([F:1])[CH:3]=1, predict the reactants needed to synthesize it. The reactants are: [F:1][C:2]1[CH:3]=[C:4]([NH:23]C(=O)C)[CH:5]=[CH:6][C:7]=1[O:8][C:9]1[CH:14]=[CH:13][N:12]=[C:11]([NH:15][C:16]2[CH:21]=[CH:20][C:19]([F:22])=[CH:18][CH:17]=2)[N:10]=1.Cl.CO. (5) The reactants are: Br[C:2]1[CH:3]=[CH:4][C:5]2[N:6]([N:8]=[C:9]([NH2:11])[N:10]=2)[CH:7]=1.[CH3:12][S:13]([C:16]1[CH:21]=[CH:20][C:19](B(O)O)=[CH:18][CH:17]=1)(=[O:15])=[O:14]. Given the product [CH3:12][S:13]([C:16]1[CH:21]=[CH:20][C:19]([C:2]2[CH:3]=[CH:4][C:5]3[N:6]([N:8]=[C:9]([NH2:11])[N:10]=3)[CH:7]=2)=[CH:18][CH:17]=1)(=[O:15])=[O:14], predict the reactants needed to synthesize it. (6) Given the product [C:35]([C:48]1[N:76]=[C:77]([NH:81][C:13]2[CH:14]=[CH:15][C:10]([S:7]([N:6]([CH2:5][C:4]3[CH:22]=[CH:23][C:24]([O:26][CH3:27])=[CH:25][C:3]=3[O:2][CH3:1])[C:17]3[S:18][CH:19]=[CH:20][N:21]=3)(=[O:9])=[O:8])=[N:11][CH:12]=2)[S:78][CH:43]=1)([CH3:75])([CH3:36])[CH3:34], predict the reactants needed to synthesize it. The reactants are: [CH3:1][O:2][C:3]1[CH:25]=[C:24]([O:26][CH3:27])[CH:23]=[CH:22][C:4]=1[CH2:5][N:6]([C:17]1[S:18][CH:19]=[CH:20][N:21]=1)[S:7]([C:10]1[CH:15]=[CH:14][C:13](I)=[CH:12][N:11]=1)(=[O:9])=[O:8].CC(C)([O-])C.[Na+].[CH3:34][C:35]1([CH3:75])[C:48]2C=CC=C(P(C3C=CC=CC=3)C3C=CC=CC=3)[C:43]=2OC2[C:36]1=CC=CC=2P(C1C=CC=CC=1)C1C=CC=CC=1.[NH2:76][C:77]1[S:78]C=C(C2C=CC(Cl)=CC=2)[N:81]=1.O1CCOCC1. (7) Given the product [C:1]([O:5][C:6]([NH:8][CH2:9][CH:10]1[CH2:19][CH2:18][C:17]2[C:12](=[CH:13][CH:14]=[C:15]([CH2:20][OH:21])[CH:16]=2)[CH2:11]1)=[O:7])([CH3:4])([CH3:2])[CH3:3], predict the reactants needed to synthesize it. The reactants are: [C:1]([O:5][C:6]([NH:8][CH2:9][CH:10]1[CH2:19][CH2:18][C:17]2[C:12](=[CH:13][CH:14]=[C:15]([C:20](OC)=[O:21])[CH:16]=2)[CH2:11]1)=[O:7])([CH3:4])([CH3:3])[CH3:2].CCCCCC.CO.